Dataset: Forward reaction prediction with 1.9M reactions from USPTO patents (1976-2016). Task: Predict the product of the given reaction. (1) Given the reactants C1N=CN(C(N2C=NC=C2)=O)C=1.[Cl:13][C:14]1[CH:15]=[C:16]([CH:20]=[CH:21][C:22]=1[Cl:23])[C:17]([OH:19])=O.[CH2:24]([O:26][C:27](=[O:32])[CH2:28]C([O-])=O)[CH3:25].[K+].[Mg+2].[Cl-].[Cl-].C(N(CC)CC)C, predict the reaction product. The product is: [Cl:13][C:14]1[CH:15]=[C:16]([C:17](=[O:19])[CH2:28][C:27]([O:26][CH2:24][CH3:25])=[O:32])[CH:20]=[CH:21][C:22]=1[Cl:23]. (2) The product is: [CH3:8][C@@H:9]1[CH2:13][CH2:12][CH2:11][N:10]1[CH2:14][CH2:15][C:16]1[CH:17]=[CH:18][C:19]([C:22]2[CH:27]=[CH:26][C:25]([CH2:28][CH2:29][C:30]([NH:32][CH2:33][C:34]([OH:36])=[O:35])=[O:31])=[CH:24][CH:23]=2)=[CH:20][CH:21]=1. Given the reactants FC(F)(F)C(O)=O.[CH3:8][C@@H:9]1[CH2:13][CH2:12][CH2:11][N:10]1[CH2:14][CH2:15][C:16]1[CH:21]=[CH:20][C:19]([C:22]2[CH:27]=[CH:26][C:25]([CH2:28][CH2:29][C:30]([NH:32][CH2:33][C:34]([O:36]C)=[O:35])=[O:31])=[CH:24][CH:23]=2)=[CH:18][CH:17]=1.[OH-].[Na+].Cl, predict the reaction product. (3) Given the reactants [Br:1][C:2]1[CH:7]=[CH:6][C:5]([C:8]2([CH3:38])[N:12]([CH2:13][CH2:14][N:15]3[CH2:20][CH2:19][O:18][CH2:17][CH2:16]3)C(C3C=CC=CC=3)[N:10]([C:27]3[CH:32]=[CH:31][C:30]([C:33]([F:36])([F:35])[F:34])=[CH:29][CH:28]=3)[C:9]2=[O:37])=[CH:4][CH:3]=1.Cl, predict the reaction product. The product is: [Br:1][C:2]1[CH:7]=[CH:6][C:5]([C:8]([NH:12][CH2:13][CH2:14][N:15]2[CH2:20][CH2:19][O:18][CH2:17][CH2:16]2)([CH3:38])[C:9]([NH:10][C:27]2[CH:28]=[CH:29][C:30]([C:33]([F:35])([F:34])[F:36])=[CH:31][CH:32]=2)=[O:37])=[CH:4][CH:3]=1. (4) Given the reactants [C:1]([O:5][C:6]([N:8]1[CH2:23][CH2:22][CH2:21][C:9]21[C:12](=[O:13])[N:11]([C@@H:14]([C@H:18]([OH:20])[CH3:19])[C:15]([OH:17])=O)[CH2:10]2)=[O:7])([CH3:4])([CH3:3])[CH3:2].CCN(C(C)C)C(C)C.CCN=C=NCCCN(C)C.Cl.C1C=CC2N(O)N=NC=2C=1.[CH2:55]([NH2:62])[C:56]1[CH:61]=[CH:60][CH:59]=[CH:58][CH:57]=1, predict the reaction product. The product is: [CH2:55]([NH:62][C:15](=[O:17])[C@@H:14]([N:11]1[CH2:10][C:9]2([CH2:21][CH2:22][CH2:23][N:8]2[C:6]([O:5][C:1]([CH3:2])([CH3:4])[CH3:3])=[O:7])[C:12]1=[O:13])[C@H:18]([OH:20])[CH3:19])[C:56]1[CH:61]=[CH:60][CH:59]=[CH:58][CH:57]=1. (5) Given the reactants [CH:1]([N:4]([CH:15]([CH3:17])[CH3:16])[CH2:5][CH2:6][NH:7][C:8](N1C=CN=C1)=[O:9])([CH3:3])[CH3:2].[NH2:18][CH2:19][C:20]1[N:28]=[C:27]2[C:23]([N:24]=[CH:25][N:26]2[C@H:29]2[C@H:33]([OH:34])[C@H:32]([OH:35])[C@@H:31]([CH2:36][OH:37])[O:30]2)=[C:22]([NH:38][CH2:39][CH:40]([C:47]2[CH:52]=[CH:51][CH:50]=[CH:49][CH:48]=2)[C:41]2[CH:46]=[CH:45][CH:44]=[CH:43][CH:42]=2)[N:21]=1.C1(C)C=CC=CC=1.C(O)(C)C, predict the reaction product. The product is: [OH:34][C@@H:33]1[C@H:32]([OH:35])[C@@H:31]([CH2:36][OH:37])[O:30][C@H:29]1[N:26]1[CH:25]=[N:24][C:23]2[C:27]1=[N:28][C:20]([CH2:19][NH:18][C:8]([NH:7][CH2:6][CH2:5][N:4]([CH:15]([CH3:17])[CH3:16])[CH:1]([CH3:2])[CH3:3])=[O:9])=[N:21][C:22]=2[NH:38][CH2:39][CH:40]([C:47]1[CH:52]=[CH:51][CH:50]=[CH:49][CH:48]=1)[C:41]1[CH:42]=[CH:43][CH:44]=[CH:45][CH:46]=1.